Task: Predict the reactants needed to synthesize the given product.. Dataset: Full USPTO retrosynthesis dataset with 1.9M reactions from patents (1976-2016) (1) Given the product [C:1]([C:5]1[CH:6]=[CH:7][C:8]([N:11]2[C:15](=[O:16])[C:14](=[C:17]([NH:19][NH:20][C:21]([C:23]3[S:24][C:25]([C:28]([OH:30])=[O:29])=[CH:26][CH:27]=3)=[O:22])[CH3:18])[C:13]([CH3:32])=[N:12]2)=[CH:9][CH:10]=1)([CH3:2])([CH3:3])[CH3:4], predict the reactants needed to synthesize it. The reactants are: [C:1]([C:5]1[CH:10]=[CH:9][C:8]([N:11]2[C:15](=[O:16])[C:14](=[C:17]([NH:19][NH:20][C:21]([C:23]3[S:24][C:25]([C:28]([O:30]C)=[O:29])=[CH:26][CH:27]=3)=[O:22])[CH3:18])[C:13]([CH3:32])=[N:12]2)=[CH:7][CH:6]=1)([CH3:4])([CH3:3])[CH3:2].[OH-].[Na+].Cl. (2) Given the product [CH:1]1([N:4]2[C:13]3[C:8](=[CH:9][C:10]([F:20])=[C:11]([N:14]4[CH2:19][CH2:18][N:17]([CH2:30][C@H:31]5[O:35][C:34](=[O:36])[N:33]([C:37]6[CH:38]=[CH:39][C:40]7[S:41][CH2:42][C:43](=[O:47])[NH:44][C:45]=7[N:46]=6)[CH2:32]5)[CH2:16][CH2:15]4)[CH:12]=3)[C:7](=[O:21])[C:6]([C:22]([OH:24])=[O:23])=[CH:5]2)[CH2:2][CH2:3]1, predict the reactants needed to synthesize it. The reactants are: [CH:1]1([N:4]2[C:13]3[C:8](=[CH:9][C:10]([F:20])=[C:11]([N:14]4[CH2:19][CH2:18][NH:17][CH2:16][CH2:15]4)[CH:12]=3)[C:7](=[O:21])[C:6]([C:22]([OH:24])=[O:23])=[CH:5]2)[CH2:3][CH2:2]1.CS(O[CH2:30][C@@H:31]1[O:35][C:34](=[O:36])[N:33]([C:37]2[CH:38]=[CH:39][C:40]3[S:41][CH2:42][C:43](=[O:47])[NH:44][C:45]=3[N:46]=2)[CH2:32]1)(=O)=O. (3) Given the product [C:27]([O:26][C:25]([NH:24][C@@H:20]1[CH2:21][CH2:22][CH2:23][N:18]([C:17]2[N:16]([CH2:32][O:33][CH3:34])[N:15]=[C:14]([C:35]([OH:47])=[O:36])[C:13]=2[CH2:12][C:11]2[CH:37]=[CH:38][CH:39]=[CH:40][C:10]=2[Cl:9])[CH2:19]1)=[O:31])([CH3:30])([CH3:28])[CH3:29], predict the reactants needed to synthesize it. The reactants are: O.O.P([O-])(O)(O)=O.[Na+].[Cl:9][C:10]1[CH:40]=[CH:39][CH:38]=[CH:37][C:11]=1[CH2:12][C:13]1[C:14]([CH:35]=[O:36])=[N:15][N:16]([CH2:32][O:33][CH3:34])[C:17]=1[N:18]1[CH2:23][CH2:22][CH2:21][C@@H:20]([NH:24][C:25](=[O:31])[O:26][C:27]([CH3:30])([CH3:29])[CH3:28])[CH2:19]1.CC(=CC)C.Cl([O-])=[O:47].[Na+].S([O-])([O-])=O.[Na+].[Na+].S([O-])(O)(=O)=O.[K+].